Predict the reactants needed to synthesize the given product. From a dataset of Full USPTO retrosynthesis dataset with 1.9M reactions from patents (1976-2016). (1) Given the product [C:1]([O:5][C:6]([NH:8][CH2:9][CH2:10][O:11][C:12]1[CH:20]=[C:19]([S:21][CH3:22])[CH:18]=[CH:17][C:13]=1[C:14]([NH:39][C:33]1[CH:34]=[CH:35][C:36]([Cl:38])=[CH:37][C:32]=1[C:31]([NH:30][C:27]1[CH:26]=[CH:25][C:24]([Cl:23])=[CH:29][N:28]=1)=[O:40])=[O:16])=[O:7])([CH3:2])([CH3:3])[CH3:4], predict the reactants needed to synthesize it. The reactants are: [C:1]([O:5][C:6]([NH:8][CH2:9][CH2:10][O:11][C:12]1[CH:20]=[C:19]([S:21][CH3:22])[CH:18]=[CH:17][C:13]=1[C:14]([OH:16])=O)=[O:7])([CH3:4])([CH3:3])[CH3:2].[Cl:23][C:24]1[CH:25]=[CH:26][C:27]([NH:30][C:31](=[O:40])[C:32]2[CH:37]=[C:36]([Cl:38])[CH:35]=[CH:34][C:33]=2[NH2:39])=[N:28][CH:29]=1. (2) Given the product [Br:1][C:2]1[CH:3]=[CH:4][C:5]([O:10][CH2:11][CH2:12][CH2:13][CH2:14][CH2:15][CH2:16][CH2:17][CH3:18])=[C:6]([CH:9]=1)[CH2:7][OH:8], predict the reactants needed to synthesize it. The reactants are: [Br:1][C:2]1[CH:3]=[CH:4][C:5]([O:10][CH2:11][CH2:12][CH2:13][CH2:14][CH2:15][CH2:16][CH2:17][CH3:18])=[C:6]([CH:9]=1)[CH:7]=[O:8].[BH4-].[Na+].O.Cl. (3) Given the product [O:1]([C:8]1[CH:9]=[C:10]([C:14]2[N:18]=[C:17]([C:19]3[CH:28]=[CH:27][C:22]([C:23]([OH:25])=[O:24])=[CH:21][CH:20]=3)[O:16][N:15]=2)[CH:11]=[CH:12][CH:13]=1)[C:2]1[CH:7]=[CH:6][CH:5]=[CH:4][CH:3]=1, predict the reactants needed to synthesize it. The reactants are: [O:1]([C:8]1[CH:9]=[C:10]([C:14]2[N:18]=[C:17]([C:19]3[CH:28]=[CH:27][C:22]([C:23]([O:25]C)=[O:24])=[CH:21][CH:20]=3)[O:16][N:15]=2)[CH:11]=[CH:12][CH:13]=1)[C:2]1[CH:7]=[CH:6][CH:5]=[CH:4][CH:3]=1.[OH-].[Na+].CO.Cl. (4) Given the product [CH2:13]([O:12][C:10]([N:5]1[CH2:9][CH:8]2[CH:7]([C:1]2([Br:4])[Br:2])[CH2:6]1)=[O:11])[C:14]1[CH:15]=[CH:16][CH:17]=[CH:18][CH:19]=1, predict the reactants needed to synthesize it. The reactants are: [CH:1]([Br:4])(Br)[Br:2].[N:5]1([C:10]([O:12][CH2:13][C:14]2[CH:19]=[CH:18][CH:17]=[CH:16][CH:15]=2)=[O:11])[CH2:9][CH:8]=[CH:7][CH2:6]1. (5) Given the product [CH3:1][O:2][C:3]1[C:4](=[O:29])[C:5]([CH3:28])=[C:6]([CH2:12][C:13]2[CH:21]=[CH:20][C:16]([C:17]([N:30]3[CH2:35][CH2:34][CH2:33][CH2:32][CH2:31]3)=[O:18])=[C:15]([C:22]3[CH:27]=[CH:26][CH:25]=[CH:24][CH:23]=3)[CH:14]=2)[C:7](=[O:11])[C:8]=1[O:9][CH3:10], predict the reactants needed to synthesize it. The reactants are: [CH3:1][O:2][C:3]1[C:4](=[O:29])[C:5]([CH3:28])=[C:6]([CH2:12][C:13]2[CH:21]=[CH:20][C:16]([C:17](O)=[O:18])=[C:15]([C:22]3[CH:27]=[CH:26][CH:25]=[CH:24][CH:23]=3)[CH:14]=2)[C:7](=[O:11])[C:8]=1[O:9][CH3:10].[NH:30]1[CH2:35][CH2:34][CH2:33][CH2:32][CH2:31]1.CCN=C=NCCCN(C)C.Cl. (6) The reactants are: C(O[CH:4]=[CH:5][C:6](=O)[C:7]([F:10])([F:9])[F:8])C.[C:12]([NH2:18])(=[O:17])[CH2:13][C:14]([CH3:16])=[O:15].[O-]CC.[Na+:22]. Given the product [C:14]([C:13]1[C:12]([O-:17])=[N:18][C:6]([C:7]([F:8])([F:9])[F:10])=[CH:5][CH:4]=1)(=[O:15])[CH3:16].[Na+:22], predict the reactants needed to synthesize it. (7) Given the product [C:14]([O:13][C:11]([N:3]1[C@H:2]([C:18]([O:20][CH3:24])=[O:19])[CH2:6][C@H:5]([C:7]([OH:9])=[O:8])[CH2:4]1)=[O:12])([CH3:15])([CH3:16])[CH3:17], predict the reactants needed to synthesize it. The reactants are: C[C@@:2]1([C:18]([O-:20])=[O:19])[CH2:6][C@:5](C)([C:7]([O-:9])=[O:8])[CH2:4][N:3]1[C:11]([O:13][C:14]([CH3:17])([CH3:16])[CH3:15])=[O:12].[OH-].[Na+].Cl.[CH2:24]1COCC1.